From a dataset of Forward reaction prediction with 1.9M reactions from USPTO patents (1976-2016). Predict the product of the given reaction. (1) Given the reactants FC(F)(F)S(O[C:7]1[C:16]2[C:11](=[CH:12][CH:13]=[CH:14][CH:15]=2)[CH:10]=[C:9]([O:17][CH3:18])[CH:8]=1)(=O)=O.[C:21]1([C:27]2[S:31][C:30](B(O)O)=[CH:29][CH:28]=2)[CH:26]=[CH:25][CH:24]=[CH:23][CH:22]=1.C(=O)([O-])[O-].[Na+].[Na+].O, predict the reaction product. The product is: [CH3:18][O:17][C:9]1[CH:8]=[C:7]([C:30]2[S:31][C:27]([C:21]3[CH:22]=[CH:23][CH:24]=[CH:25][CH:26]=3)=[CH:28][CH:29]=2)[C:16]2[C:11]([CH:10]=1)=[CH:12][CH:13]=[CH:14][CH:15]=2. (2) Given the reactants [H-].[Na+].[Cl:3][C:4]1[CH:9]=[CH:8][C:7]([OH:10])=[C:6]([N+:11]([O-:13])=[O:12])[CH:5]=1.Br[CH2:15][CH2:16][CH2:17][O:18][CH3:19], predict the reaction product. The product is: [Cl:3][C:4]1[CH:9]=[CH:8][C:7]([O:10][CH2:15][CH2:16][CH2:17][O:18][CH3:19])=[C:6]([N+:11]([O-:13])=[O:12])[CH:5]=1. (3) Given the reactants C[N:2](C)[CH:3]=[CH:4][C:5]([C:7]1[C:12](=[O:13])[CH:11]=[CH:10][N:9]([C:14]2[CH:19]=[CH:18][CH:17]=[C:16]([C:20]([F:23])([F:22])[F:21])[CH:15]=2)[N:8]=1)=O.[NH2:25]N.O.Cl, predict the reaction product. The product is: [NH:25]1[C:5]([C:7]2[C:12](=[O:13])[CH:11]=[CH:10][N:9]([C:14]3[CH:19]=[CH:18][CH:17]=[C:16]([C:20]([F:23])([F:22])[F:21])[CH:15]=3)[N:8]=2)=[CH:4][CH:3]=[N:2]1. (4) Given the reactants [CH3:1][C:2]1[C:7]2[C:8]([CH2:11][N:12]3[C:16]4[CH:17]=[CH:18][CH:19]=[CH:20][C:15]=4[N:14]=[C:13]3[S:21][CH2:22][CH2:23][CH2:24][C:25]([OH:27])=[O:26])=[CH:9][S:10][C:6]=2[CH:5]=[CH:4][CH:3]=1.C(O)(=O)C.[CH3:32][S:33]([OH:36])(=[O:35])=[O:34], predict the reaction product. The product is: [CH3:32][S:33]([OH:36])(=[O:35])=[O:34].[CH3:1][C:2]1[C:7]2[C:8]([CH2:11][N:12]3[C:16]4[CH:17]=[CH:18][CH:19]=[CH:20][C:15]=4[N:14]=[C:13]3[S:21][CH2:22][CH2:23][CH2:24][C:25]([OH:27])=[O:26])=[CH:9][S:10][C:6]=2[CH:5]=[CH:4][CH:3]=1. (5) Given the reactants [H-].[Al+3].[Li+].[H-].[H-].[H-].[Cl:7][C:8]1[CH:13]=[C:12]([C:14](OCC)=[O:15])[CH:11]=[C:10]([CH3:19])[N:9]=1.C(O)(=O)C, predict the reaction product. The product is: [Cl:7][C:8]1[CH:13]=[C:12]([CH2:14][OH:15])[CH:11]=[C:10]([CH3:19])[N:9]=1. (6) Given the reactants Cl[C:2]1[CH:7]=[C:6]([C:8]2[N:13]=[C:12]([CH3:14])[CH:11]=[C:10]([C:15]3[CH:20]=[CH:19][C:18]([C:21]([F:24])([F:23])[F:22])=[CH:17][CH:16]=3)[N:9]=2)[CH:5]=[CH:4][N:3]=1.[NH2:25][C:26]1[CH:31]=[CH:30][C:29](B2OC(C)(C)C(C)(C)O2)=[CH:28][N:27]=1, predict the reaction product. The product is: [CH3:14][C:12]1[CH:11]=[C:10]([C:15]2[CH:20]=[CH:19][C:18]([C:21]([F:24])([F:23])[F:22])=[CH:17][CH:16]=2)[N:9]=[C:8]([C:6]2[CH:5]=[CH:4][N:3]=[C:2]([C:29]3[CH:28]=[N:27][C:26]([NH2:25])=[CH:31][CH:30]=3)[CH:7]=2)[N:13]=1. (7) Given the reactants Br[C:2]1[CH:7]=[C:6]([N+:8]([O-:10])=[O:9])[C:5]([NH2:11])=[C:4]([CH3:12])[CH:3]=1.[C:13]([N:16]1[CH2:21][CH2:20][NH:19][CH2:18][CH2:17]1)(=[O:15])[CH3:14].C(P(C(C)(C)C)C(C)(C)C)(C)(C)C.CC(C)([O-])C.[Na+], predict the reaction product. The product is: [NH2:11][C:5]1[C:6]([N+:8]([O-:10])=[O:9])=[CH:7][C:2]([N:19]2[CH2:20][CH2:21][N:16]([C:13](=[O:15])[CH3:14])[CH2:17][CH2:18]2)=[CH:3][C:4]=1[CH3:12].